From a dataset of Full USPTO retrosynthesis dataset with 1.9M reactions from patents (1976-2016). Predict the reactants needed to synthesize the given product. (1) Given the product [CH3:71][C:69](=[CH2:70])[CH2:68][O:67][C:66](=[O:65])[N:45]=[C:44]([C:43]1[CH:42]=[CH:41][C:40]([NH:39][C@H:26]([C:15]2[CH:16]=[C:17]([O:24][CH3:25])[CH:18]=[C:19]([O:20][CH2:21][CH2:22][OH:23])[C:14]=2[F:13])[C:27]2[NH:31][C:30](=[O:32])[N:29]([C:33]3[N:34]=[CH:35][CH:36]=[CH:37][N:38]=3)[N:28]=2)=[CH:48][CH:47]=1)[NH2:46], predict the reactants needed to synthesize it. The reactants are: CO[C@H](C1C=CC=CC=1)C(O)=O.[F:13][C:14]1[C:19]([O:20][CH2:21][CH2:22][OH:23])=[CH:18][C:17]([O:24][CH3:25])=[CH:16][C:15]=1[C@@H:26]([NH:39][C:40]1[CH:48]=[CH:47][C:43]([C:44]([NH2:46])=[NH:45])=[CH:42][CH:41]=1)[C:27]1[NH:31][C:30](=[O:32])[N:29]([C:33]2[N:38]=[CH:37][CH:36]=[CH:35][N:34]=2)[N:28]=1.C(=O)([O-])[O-].[K+].[K+].CS(C)=O.C1([O:65][C:66](=O)[O:67][CH2:68][C:69]([CH3:71])=[CH2:70])C=CC=CC=1. (2) Given the product [C:2]([N:44]([C:56]([O:58][CH2:59][C:60]1[CH:65]=[CH:64][CH:63]=[CH:62][CH:61]=1)=[O:57])[CH2:45][C:46]([N:48]1[C:55](=[O:69])[CH2:54][CH2:53][C@H:49]1[C:50]([OH:52])=[O:51])=[O:47])([CH3:7])([CH3:3])[CH3:1], predict the reactants needed to synthesize it. The reactants are: [CH2:1](OC(=O)[C@H](CCC)NC(=O)[C@@H]1CCCN1C(=O)CNC(O[CH2:1][C:2]1[CH:7]=CC=C[CH:3]=1)=O)[C:2]1[CH:7]=CC=C[CH:3]=1.C([N:44]([C:56]([O:58][CH2:59][C:60]1[CH:65]=[CH:64][CH:63]=[CH:62][CH:61]=1)=[O:57])[CH2:45][C:46]([N:48]1[CH2:55][CH2:54][CH2:53][C@H:49]1[C:50]([OH:52])=[O:51])=[O:47])C1C=CC=CC=1.CN(C)C=[O:69].C(N(CC)CC)C. (3) The reactants are: CCCCCC.CC(O)C.[CH3:11][O:12][C:13]1[CH:18]=[CH:17][C:16]([NH:19][C@@H:20]([C@@H:28]([CH3:33])[C:29](=[O:32])[CH2:30]C)[C:21]([O:23][C:24](C)(C)[CH3:25])=[O:22])=[CH:15][CH:14]=1. Given the product [CH3:11][O:12][C:13]1[CH:14]=[CH:15][C:16]([NH:19][C@@H:20]([C@@H:28]([CH3:33])[C:29](=[O:32])[CH3:30])[C:21]([O:23][CH2:24][CH3:25])=[O:22])=[CH:17][CH:18]=1, predict the reactants needed to synthesize it. (4) Given the product [CH3:1][C:2]([CH3:29])([CH3:28])[CH2:3][N:4]1[C:8]2[N:9]=[C:10]([C:13]#[N:14])[N:11]=[CH:12][C:7]=2[CH:6]=[C:5]1[CH2:15][N:16]1[C:20](=[O:21])[C:19]2([CH2:22][CH2:23][N:24]([CH2:30][CH3:31])[CH2:25][CH2:26]2)[O:18][C:17]1=[O:27], predict the reactants needed to synthesize it. The reactants are: [CH3:1][C:2]([CH3:29])([CH3:28])[CH2:3][N:4]1[C:8]2[N:9]=[C:10]([C:13]#[N:14])[N:11]=[CH:12][C:7]=2[CH:6]=[C:5]1[CH2:15][N:16]1[C:20](=[O:21])[C:19]2([CH2:26][CH2:25][NH:24][CH2:23][CH2:22]2)[O:18][C:17]1=[O:27].[CH2:30](Br)[CH3:31].C([O-])([O-])=O.[K+].[K+].[Na+].[I-].